This data is from NCI-60 drug combinations with 297,098 pairs across 59 cell lines. The task is: Regression. Given two drug SMILES strings and cell line genomic features, predict the synergy score measuring deviation from expected non-interaction effect. (1) Drug 1: C1=CC=C(C=C1)NC(=O)CCCCCCC(=O)NO. Drug 2: CC12CCC3C(C1CCC2OP(=O)(O)O)CCC4=C3C=CC(=C4)OC(=O)N(CCCl)CCCl.[Na+]. Cell line: NCI-H322M. Synergy scores: CSS=10.6, Synergy_ZIP=-2.76, Synergy_Bliss=1.97, Synergy_Loewe=-19.9, Synergy_HSA=3.42. (2) Drug 1: C1CCN(CC1)CCOC2=CC=C(C=C2)C(=O)C3=C(SC4=C3C=CC(=C4)O)C5=CC=C(C=C5)O. Drug 2: CC1CCCC2(C(O2)CC(NC(=O)CC(C(C(=O)C(C1O)C)(C)C)O)C(=CC3=CSC(=N3)C)C)C. Cell line: RXF 393. Synergy scores: CSS=2.17, Synergy_ZIP=-1.49, Synergy_Bliss=-5.27, Synergy_Loewe=-5.24, Synergy_HSA=-3.97. (3) Drug 1: CCC1(CC2CC(C3=C(CCN(C2)C1)C4=CC=CC=C4N3)(C5=C(C=C6C(=C5)C78CCN9C7C(C=CC9)(C(C(C8N6C)(C(=O)OC)O)OC(=O)C)CC)OC)C(=O)OC)O.OS(=O)(=O)O. Drug 2: COC1=C2C(=CC3=C1OC=C3)C=CC(=O)O2. Cell line: SW-620. Synergy scores: CSS=-0.803, Synergy_ZIP=-0.887, Synergy_Bliss=-3.99, Synergy_Loewe=-22.7, Synergy_HSA=-6.20. (4) Drug 1: CC1=CC2C(CCC3(C2CCC3(C(=O)C)OC(=O)C)C)C4(C1=CC(=O)CC4)C. Drug 2: C1C(C(OC1N2C=NC3=C2NC=NCC3O)CO)O. Cell line: IGROV1. Synergy scores: CSS=-6.36, Synergy_ZIP=1.37, Synergy_Bliss=-3.64, Synergy_Loewe=-4.72, Synergy_HSA=-5.85. (5) Synergy scores: CSS=51.9, Synergy_ZIP=9.68, Synergy_Bliss=8.21, Synergy_Loewe=-28.6, Synergy_HSA=3.42. Drug 1: CS(=O)(=O)C1=CC(=C(C=C1)C(=O)NC2=CC(=C(C=C2)Cl)C3=CC=CC=N3)Cl. Cell line: HL-60(TB). Drug 2: CCC1(CC2CC(C3=C(CCN(C2)C1)C4=CC=CC=C4N3)(C5=C(C=C6C(=C5)C78CCN9C7C(C=CC9)(C(C(C8N6C=O)(C(=O)OC)O)OC(=O)C)CC)OC)C(=O)OC)O.OS(=O)(=O)O. (6) Drug 1: CCCCC(=O)OCC(=O)C1(CC(C2=C(C1)C(=C3C(=C2O)C(=O)C4=C(C3=O)C=CC=C4OC)O)OC5CC(C(C(O5)C)O)NC(=O)C(F)(F)F)O. Drug 2: CC=C1C(=O)NC(C(=O)OC2CC(=O)NC(C(=O)NC(CSSCCC=C2)C(=O)N1)C(C)C)C(C)C. Cell line: NCI-H522. Synergy scores: CSS=64.0, Synergy_ZIP=0.0365, Synergy_Bliss=-0.158, Synergy_Loewe=-0.511, Synergy_HSA=2.25.